This data is from Full USPTO retrosynthesis dataset with 1.9M reactions from patents (1976-2016). The task is: Predict the reactants needed to synthesize the given product. (1) The reactants are: [O:1]=[C:2]1[C@@:6]([N:12]2[CH:16]=[CH:15][CH:14]=[CH:13]2)([C:7]([O:9][CH2:10][CH3:11])=[O:8])[CH2:5][C:4](=[O:17])[NH:3]1.[Cl:18][C:19]([Cl:24])([Cl:23])[C:20](Cl)=[O:21].O.C(=O)(O)[O-].[Na+]. Given the product [O:1]=[C:2]1[C@@:6]([N:12]2[CH:13]=[CH:14][CH:15]=[C:16]2[C:20](=[O:21])[C:19]([Cl:24])([Cl:23])[Cl:18])([C:7]([O:9][CH2:10][CH3:11])=[O:8])[CH2:5][C:4](=[O:17])[NH:3]1, predict the reactants needed to synthesize it. (2) Given the product [CH3:1][CH:2]([C:5]1[C:6]2[O:14][CH2:15][C:16](=[O:18])[NH:11][C:7]=2[CH:8]=[CH:9][CH:10]=1)[CH:3]=[CH2:4], predict the reactants needed to synthesize it. The reactants are: [CH3:1][CH:2]([C:5]1[CH:10]=[CH:9][CH:8]=[C:7]([N+:11]([O-])=O)[C:6]=1[O:14][CH2:15][C:16]([O:18]C)=O)[CH:3]=[CH2:4].CO.O.[NH4+].[Cl-].